This data is from Forward reaction prediction with 1.9M reactions from USPTO patents (1976-2016). The task is: Predict the product of the given reaction. The product is: [Br:1][C:2]1[CH:7]=[CH:6][C:5]([C:8]2([CH2:16][C:17]([OH:14])=[O:18])[CH2:10][CH2:9]2)=[CH:4][CH:3]=1. Given the reactants [Br:1][C:2]1[CH:7]=[CH:6][C:5]([C:8]2(CC#N)[CH2:10][CH2:9]2)=[CH:4][CH:3]=1.[OH-:14].[K+].[CH3:16][CH2:17][OH:18], predict the reaction product.